From a dataset of Forward reaction prediction with 1.9M reactions from USPTO patents (1976-2016). Predict the product of the given reaction. (1) Given the reactants Cl[S:2]([CH2:5][CH2:6][CH2:7][NH:8][C:9](=[O:11])[CH3:10])(=[O:4])=[O:3].[C:12]([O:20][CH2:21][O:22][C:23](=[O:33])[NH:24][CH2:25][CH2:26][CH2:27][C:28]([CH3:32])([CH3:31])[CH2:29][OH:30])(=[O:19])[C:13]1[CH:18]=[CH:17][CH:16]=[CH:15][CH:14]=1.C(N(CC)CC)C, predict the reaction product. The product is: [C:12]([O:20][CH2:21][O:22][C:23](=[O:33])[NH:24][CH2:25][CH2:26][CH2:27][C:28]([CH3:31])([CH3:32])[CH2:29][O:30][S:2]([CH2:5][CH2:6][CH2:7][NH:8][C:9](=[O:11])[CH3:10])(=[O:4])=[O:3])(=[O:19])[C:13]1[CH:14]=[CH:15][CH:16]=[CH:17][CH:18]=1. (2) Given the reactants [C:1]([C:5]1[N:10]=[C:9]([O:11][CH2:12][CH3:13])[C:8]([C:14]2[N:15]([C:33](Cl)=[O:34])[CH:16]([C:26]3[CH:31]=[CH:30][C:29]([Cl:32])=[CH:28][CH:27]=3)[CH:17]([C:19]3[CH:24]=[CH:23][C:22]([Cl:25])=[CH:21][CH:20]=3)[N:18]=2)=[CH:7][N:6]=1)([CH3:4])([CH3:3])[CH3:2].Cl.Cl.[CH3:38][S:39]([CH2:42][CH2:43][CH2:44][N:45]1[CH2:50][CH2:49][NH:48][CH2:47][CH2:46]1)(=[O:41])=[O:40], predict the reaction product. The product is: [C:1]([C:5]1[N:10]=[C:9]([O:11][CH2:12][CH3:13])[C:8]([C:14]2[N:15]([C:33]([N:48]3[CH2:49][CH2:50][N:45]([CH2:44][CH2:43][CH2:42][S:39]([CH3:38])(=[O:40])=[O:41])[CH2:46][CH2:47]3)=[O:34])[C@H:16]([C:26]3[CH:27]=[CH:28][C:29]([Cl:32])=[CH:30][CH:31]=3)[C@H:17]([C:19]3[CH:24]=[CH:23][C:22]([Cl:25])=[CH:21][CH:20]=3)[N:18]=2)=[CH:7][N:6]=1)([CH3:2])([CH3:3])[CH3:4]. (3) Given the reactants [Cl:1][C:2]1[CH:7]=[C:6]([Cl:8])[CH:5]=[CH:4][C:3]=1[C:9]1[CH:17]=[CH:16][C:15]2[N:14]([C:18]([O:20][C:21]([CH3:24])([CH3:23])[CH3:22])=[O:19])[CH:13]3[CH2:25][CH2:26][N:27]([C:29]([O:31][C:32]([CH3:35])([CH3:34])[CH3:33])=[O:30])[CH2:28][CH:12]3[C:11]=2[CH:10]=1.[Br:36]N1C(=O)CCC1=O, predict the reaction product. The product is: [Br:36][C:16]1[C:15]2[N:14]([C:18]([O:20][C:21]([CH3:24])([CH3:23])[CH3:22])=[O:19])[CH:13]3[CH2:25][CH2:26][N:27]([C:29]([O:31][C:32]([CH3:35])([CH3:34])[CH3:33])=[O:30])[CH2:28][CH:12]3[C:11]=2[CH:10]=[C:9]([C:3]2[CH:4]=[CH:5][C:6]([Cl:8])=[CH:7][C:2]=2[Cl:1])[CH:17]=1. (4) Given the reactants [Br:1][C:2]1[CH:27]=[CH:26][C:5]([O:6][C:7]2[CH:12]=[CH:11][CH:10]=[CH:9][C:8]=2[NH:13][S:14]([C:17]2[CH:25]=[CH:24][C:20]([C:21]([OH:23])=O)=[CH:19][CH:18]=2)(=[O:16])=[O:15])=[CH:4][CH:3]=1.FC(F)(F)[C:30]([OH:32])=[O:31].ClC1C=C(Cl)C=CC=1OC1C=CC=CC=1NS(C1C=CC(C(N[CH2:56][CH:57]2[CH2:62][CH2:61][NH:60][CH2:59][CH2:58]2)=O)=CC=1)(=O)=O, predict the reaction product. The product is: [C:20]([O:32][C:30]([N:60]1[CH2:59][CH2:58][CH:57]([CH2:56][CH2:7][CH2:8][NH:13][C:21](=[O:23])[C:20]2[CH:24]=[CH:25][C:17]([S:14](=[O:15])(=[O:16])[NH:13][C:8]3[CH:9]=[CH:10][CH:11]=[CH:12][C:7]=3[O:6][C:5]3[CH:4]=[CH:3][C:2]([Br:1])=[CH:27][CH:26]=3)=[CH:18][CH:19]=2)[CH2:62][CH2:61]1)=[O:31])([CH3:24])([CH3:21])[CH3:19]. (5) Given the reactants [CH3:1][O:2][C:3]([C@H:5]1[CH2:10][CH2:9][C@H:8]([C:11]([O:13]C)=[O:12])[CH2:7][CH2:6]1)=[O:4].[OH-].[K+].O, predict the reaction product. The product is: [CH3:1][O:2][C:3]([C@H:5]1[CH2:10][CH2:9][C@H:8]([C:11]([OH:13])=[O:12])[CH2:7][CH2:6]1)=[O:4]. (6) Given the reactants I[CH2:2][CH2:3][CH2:4][CH2:5][C:6]1[CH:30]=[CH:29][C:9]([O:10][CH2:11][C:12]2[N:13]=[C:14](/[CH:17]=[CH:18]/[C:19]3[CH:24]=[CH:23][C:22]([C:25]([F:28])([F:27])[F:26])=[CH:21][CH:20]=3)[O:15][CH:16]=2)=[CH:8][CH:7]=1.[NH:31]1[CH:35]=[CH:34][N:33]=[C:32]1[CH2:36][CH2:37][C:38]([O:40][CH2:41][CH3:42])=[O:39].C(=O)([O-])[O-].[K+].[K+].O, predict the reaction product. The product is: [F:26][C:25]([F:28])([F:27])[C:22]1[CH:23]=[CH:24][C:19](/[CH:18]=[CH:17]/[C:14]2[O:15][CH:16]=[C:12]([CH2:11][O:10][C:9]3[CH:29]=[CH:30][C:6]([CH2:5][CH2:4][CH2:3][CH2:2][N:31]4[CH:35]=[CH:34][N:33]=[C:32]4[CH2:36][CH2:37][C:38]([O:40][CH2:41][CH3:42])=[O:39])=[CH:7][CH:8]=3)[N:13]=2)=[CH:20][CH:21]=1. (7) Given the reactants [C:1]([C:3]1[C:11]2[C:6](=[CH:7][C:8]([OH:12])=[CH:9][CH:10]=2)[N:5]([CH2:13][C:14]([O:16][C:17]([CH3:20])([CH3:19])[CH3:18])=[O:15])[N:4]=1)#[N:2].C(=N[OH:24])C.C1C=CC(P(C2C=CC=CC=2)C2C=CC=CC=2)=CC=1, predict the reaction product. The product is: [C:1]([C:3]1[C:11]2[C:6](=[CH:7][C:8]([OH:12])=[CH:9][CH:10]=2)[N:5]([CH2:13][C:14]([O:16][C:17]([CH3:20])([CH3:19])[CH3:18])=[O:15])[N:4]=1)(=[O:24])[NH2:2]. (8) Given the reactants [F:1][C:2]1[CH:9]=[C:8]([OH:10])[CH:7]=[CH:6][C:3]=1[CH:4]=[O:5].C([O-])([O-])=O.[K+].[K+].[C:17]([O:22][CH2:23]Cl)(=[O:21])[CH2:18][CH2:19][CH3:20], predict the reaction product. The product is: [C:17]([O:22][CH2:23][O:10][C:8]1[CH:7]=[CH:6][C:3]([CH:4]=[O:5])=[C:2]([F:1])[CH:9]=1)(=[O:21])[CH2:18][CH2:19][CH3:20].